Dataset: Full USPTO retrosynthesis dataset with 1.9M reactions from patents (1976-2016). Task: Predict the reactants needed to synthesize the given product. (1) Given the product [CH3:1][C:2]([N+:10]([O-:12])=[O:11])([CH3:9])[CH2:3][CH2:4][CH2:5][OH:6], predict the reactants needed to synthesize it. The reactants are: [CH3:1][C:2]([N+:10]([O-:12])=[O:11])([CH3:9])[CH2:3][CH2:4][C:5](OC)=[O:6].[BH4-].[Na+].[H][H].Cl. (2) Given the product [C:2]([C:3]1[S:25][C:26](=[NH:27])[N:8]([CH2:9][C:10]2([OH:16])[CH2:15][CH2:14][CH2:13][CH2:12][CH2:11]2)[CH:4]=1)([CH3:7])([CH3:6])[CH3:1], predict the reactants needed to synthesize it. The reactants are: [CH3:1][C:2]([CH3:7])([CH3:6])[CH2:3][CH:4]=O.[NH2:8][CH2:9][C:10]1([OH:16])[CH2:15][CH2:14][CH2:13][CH2:12][CH2:11]1.Cl.C(N(CC)CC)C.[S-:25][C:26]#[N:27].[K+].II.S(S([O-])=O)([O-])(=O)=O.[Na+].[Na+]. (3) The reactants are: [CH3:1][C:2]1[S:3][C:4]([C:8]([OH:10])=[O:9])=[C:5]([CH3:7])[N:6]=1.[Li]CCCC.[F:16][C:17]1[CH:18]=[CH:19][C:20]([C:23]2[C:27]([CH:28]=[O:29])=[CH:26][O:25][N:24]=2)=[N:21][CH:22]=1. Given the product [F:16][C:17]1[CH:18]=[CH:19][C:20]([C:23]2[C:27]([CH:28]([OH:29])[CH2:1][C:2]3[S:3][C:4]([C:8]([OH:10])=[O:9])=[C:5]([CH3:7])[N:6]=3)=[CH:26][O:25][N:24]=2)=[N:21][CH:22]=1, predict the reactants needed to synthesize it. (4) Given the product [CH3:25][N:26]([CH3:30])[CH2:27][C:28]#[C:29][C:2]1[CH:3]=[N:4][CH:5]=[CH:6][C:7]=1[O:8][CH2:9][C:10]1[N:14]2[N:15]=[C:16]([C:19]3[CH:24]=[CH:23][CH:22]=[CH:21][CH:20]=3)[CH:17]=[CH:18][C:13]2=[N:12][N:11]=1, predict the reactants needed to synthesize it. The reactants are: I[C:2]1[CH:3]=[N:4][CH:5]=[CH:6][C:7]=1[O:8][CH2:9][C:10]1[N:14]2[N:15]=[C:16]([C:19]3[CH:24]=[CH:23][CH:22]=[CH:21][CH:20]=3)[CH:17]=[CH:18][C:13]2=[N:12][N:11]=1.[CH3:25][N:26]([CH3:30])[CH2:27][C:28]#[CH:29].C(N(CC)CC)C. (5) Given the product [NH:1]1[CH:5]=[CH:4][N:3]=[C:2]1[CH2:6][N:7]([CH2:8][C:9]1[CH:30]=[CH:29][C:12]([CH2:13][O:14][C:15]2[CH:16]=[CH:17][C:18]([CH2:19][N:20]([CH2:21][CH2:22][CH3:23])[CH2:24][CH2:25][CH3:26])=[CH:27][CH:28]=2)=[CH:11][CH:10]=1)[CH2:44][C:40]1[NH:39][CH:43]=[CH:42][N:41]=1, predict the reactants needed to synthesize it. The reactants are: [NH:1]1[CH:5]=[CH:4][N:3]=[C:2]1[CH2:6][NH:7][CH2:8][C:9]1[CH:30]=[CH:29][C:12]([CH2:13][O:14][C:15]2[CH:28]=[CH:27][C:18]([CH2:19][N:20]([CH2:24][CH2:25][CH3:26])[CH2:21][CH2:22][CH3:23])=[CH:17][CH:16]=2)=[CH:11][CH:10]=1.C([BH3-])#N.[Na+].C(O)(=O)C.[NH:39]1[CH:43]=[CH:42][N:41]=[C:40]1[CH:44]=O. (6) Given the product [Cl:1][C:2]1[N:11]=[C:10]([NH:12][C:13]2[CH:18]=[CH:17][C:16]([F:19])=[C:15]([Cl:20])[CH:14]=2)[C:9]2[C:4](=[CH:5][CH:6]=[C:7]([C:27]#[C:26][CH2:25][N:23]([CH3:24])[CH3:22])[CH:8]=2)[N:3]=1, predict the reactants needed to synthesize it. The reactants are: [Cl:1][C:2]1[N:11]=[C:10]([NH:12][C:13]2[CH:18]=[CH:17][C:16]([F:19])=[C:15]([Cl:20])[CH:14]=2)[C:9]2[C:4](=[CH:5][CH:6]=[C:7](I)[CH:8]=2)[N:3]=1.[CH3:22][N:23]([CH2:25][C:26]#[CH:27])[CH3:24].CCN(CC)CC. (7) Given the product [CH2:2]([O:20][C:19](=[O:21])[CH2:18][NH:17][C:15]1[CH:14]=[CH:13][CH:12]=[C:11]([CH:10]([S:7]([C:2]2[CH:3]=[CH:4][CH:5]=[CH:6][N:1]=2)(=[O:9])=[O:8])[NH:22][CH2:23][C:24]2[CH:29]=[CH:28][C:27]([C:30]3[S:31][CH:32]=[CH:33][N:34]=3)=[CH:26][CH:25]=2)[N:16]=1)[CH2:3][CH2:4][CH2:5][CH2:40][CH3:41], predict the reactants needed to synthesize it. The reactants are: [N:1]1[CH:6]=[CH:5][CH:4]=[CH:3][C:2]=1[S:7]([CH:10]([NH:22][CH2:23][C:24]1[CH:29]=[CH:28][C:27]([C:30]2[S:31][CH:32]=[CH:33][N:34]=2)=[CH:26][CH:25]=1)[C:11]1[N:16]=[C:15]([NH:17][CH2:18][C:19]([OH:21])=[O:20])[CH:14]=[CH:13][CH:12]=1)(=[O:9])=[O:8].Cl.O1[CH2:41][CH2:40]OCC1. (8) Given the product [F:1][C:2]1[CH:7]=[CH:6][C:5]([O:8][C:9]([F:12])([F:11])[F:10])=[CH:4][C:3]=1[CH:13]([O:14][CH:22]1[CH2:27][CH2:26][N:25]([CH3:28])[CH2:24][CH2:23]1)[C:15]1[CH:20]=[CH:19][CH:18]=[CH:17][N:16]=1, predict the reactants needed to synthesize it. The reactants are: [F:1][C:2]1[CH:7]=[CH:6][C:5]([O:8][C:9]([F:12])([F:11])[F:10])=[CH:4][C:3]=1[CH:13]([C:15]1[CH:20]=[CH:19][CH:18]=[CH:17][N:16]=1)[OH:14].O[CH:22]1[CH2:27][CH2:26][N:25]([CH3:28])[CH2:24][CH2:23]1.O.[OH-].[Na+]. (9) Given the product [O:1]=[C:2]1[NH:7][N:6]=[C:5]2[CH2:8][CH2:9][N:10]([C:11]([O:13][CH2:14][C:15]3[CH:20]=[CH:19][CH:18]=[CH:17][CH:16]=3)=[O:12])[C:4]2=[CH:3]1, predict the reactants needed to synthesize it. The reactants are: [O:1]=[C:2]1[NH:7][N:6]=[C:5]2[CH2:8][CH2:9][N:10]([C:11]([O:13][CH2:14][C:15]3[CH:20]=[CH:19][CH:18]=[CH:17][CH:16]=3)=[O:12])[CH:4]2[CH2:3]1.O.